From a dataset of Full USPTO retrosynthesis dataset with 1.9M reactions from patents (1976-2016). Predict the reactants needed to synthesize the given product. (1) Given the product [ClH:18].[N:1]1[CH:2]=[CH:3][C:4]([N:7]2[CH2:12][CH2:11][CH:10]([C:13]([OH:15])=[O:14])[CH2:9][CH2:8]2)=[CH:5][CH:6]=1, predict the reactants needed to synthesize it. The reactants are: [N:1]1[CH:6]=[CH:5][C:4]([N:7]2[CH2:12][CH2:11][CH:10]([C:13]([O:15]CC)=[O:14])[CH2:9][CH2:8]2)=[CH:3][CH:2]=1.[ClH:18]. (2) Given the product [Cl:23][C:24]1[N:33]=[C:32]([C:34]2[C:35](=[O:36])[NH:37][C:4](=[O:22])[C:5]=2[C:7]2[C:8]3[CH:21]=[CH:20][S:19][C:9]=3[NH:10][CH:11]=2)[C:31]2[C:26](=[CH:27][CH:28]=[CH:29][CH:30]=2)[N:25]=1, predict the reactants needed to synthesize it. The reactants are: C(O[C:4](=[O:22])[C:5]([C:7]1[C:8]2[CH:21]=[CH:20][S:19][C:9]=2[N:10](C(OC(C)(C)C)=O)[CH:11]=1)=O)C.[Cl:23][C:24]1[N:33]=[C:32]([CH2:34][C:35]([NH2:37])=[O:36])[C:31]2[C:26](=[CH:27][CH:28]=[CH:29][CH:30]=2)[N:25]=1.CC([O-])(C)C.[K+].Cl.